From a dataset of Reaction yield outcomes from USPTO patents with 853,638 reactions. Predict the reaction yield, written as a fraction of the theoretical maximum amount of product (1.0 means a 100% yield; for example, 0.34 means a 34% yield). The reactants are F[C:2]1[CH:3]=[C:4]([CH:18]=[CH:19][C:20]=1[N+:21]([O-:23])=[O:22])[C:5]([N:7]([CH2:13][CH2:14][CH:15]([CH3:17])[CH3:16])[CH2:8][CH2:9][CH:10]([CH3:12])[CH3:11])=[O:6].[CH2:24]([N:26]([CH2:31]C)[CH2:27][CH2:28][CH2:29][NH2:30])C.C(=O)([O-])[O-].[K+].[K+]. The catalyst is C(#N)C. The product is [CH3:24][N:26]([CH3:31])[CH2:27][CH2:28][CH2:29][NH:30][C:2]1[CH:3]=[C:4]([CH:18]=[CH:19][C:20]=1[N+:21]([O-:23])=[O:22])[C:5]([N:7]([CH2:13][CH2:14][CH:15]([CH3:17])[CH3:16])[CH2:8][CH2:9][CH:10]([CH3:12])[CH3:11])=[O:6]. The yield is 0.680.